From a dataset of Peptide-MHC class I binding affinity with 185,985 pairs from IEDB/IMGT. Regression. Given a peptide amino acid sequence and an MHC pseudo amino acid sequence, predict their binding affinity value. This is MHC class I binding data. (1) The peptide sequence is TLLVVGILLVV. The MHC is HLA-A02:02 with pseudo-sequence HLA-A02:02. The binding affinity (normalized) is 0.446. (2) The peptide sequence is IMAISCVPNA. The MHC is HLA-A30:01 with pseudo-sequence HLA-A30:01. The binding affinity (normalized) is 0.384. (3) The peptide sequence is LPVWLAHKV. The MHC is HLA-B53:01 with pseudo-sequence HLA-B53:01. The binding affinity (normalized) is 0.379. (4) The peptide sequence is TRMMETQT. The MHC is Mamu-B08 with pseudo-sequence Mamu-B08. The binding affinity (normalized) is 0.185. (5) The binding affinity (normalized) is 0.232. The peptide sequence is LSAKEAQDV. The MHC is Mamu-A01 with pseudo-sequence Mamu-A01. (6) The peptide sequence is GASTSQETWN. The MHC is HLA-B58:01 with pseudo-sequence HLA-B58:01. The binding affinity (normalized) is 0.643. (7) The peptide sequence is MIKYCLLKILK. The MHC is HLA-A25:01 with pseudo-sequence HLA-A25:01. The binding affinity (normalized) is 0.0847.